Predict the reactants needed to synthesize the given product. From a dataset of Full USPTO retrosynthesis dataset with 1.9M reactions from patents (1976-2016). (1) Given the product [CH3:46][N:47]1[CH2:52][CH2:51][N:50]([CH2:53][C:54]2[N:55]=[C:56]([NH:59][C:15]([C:17]3[C:18]4[N:19]=[CH:20][CH:21]=[N:22][C:23]=4[C:24]([C:27]4[C:36]5[C:31](=[CH:32][CH:33]=[CH:34][CH:35]=5)[CH:30]=[CH:29][CH:28]=4)=[CH:25][CH:26]=3)=[O:16])[NH:57][CH:58]=2)[CH2:49][CH2:48]1, predict the reactants needed to synthesize it. The reactants are: CN1CCN(C2C=CC(N[C:15]([C:17]3[C:18]4[N:19]=[CH:20][CH:21]=[N:22][C:23]=4[C:24]([C:27]4[C:36]5[C:31](=[CH:32][CH:33]=[CH:34][CH:35]=5)[CH:30]=[CH:29][CH:28]=4)=[CH:25][CH:26]=3)=[O:16])=CC=2)CC1.CO.C1COCC1.CO.[CH3:46][N:47]1[CH2:52][CH2:51][N:50]([CH2:53][C:54]2[N:55]=[C:56]([N+:59]([O-])=O)[NH:57][CH:58]=2)[CH2:49][CH2:48]1. (2) Given the product [Cl:26][C:23]1[CH:24]=[C:25]2[C:20]([CH:19]=[C:18]([C:2]3[CH:3]=[N:4][CH:5]=[C:6]([CH:7]=3)[C:8]#[N:9])[NH:17]2)=[CH:21][CH:22]=1, predict the reactants needed to synthesize it. The reactants are: Br[C:2]1[CH:3]=[N:4][CH:5]=[C:6]([C:8]#[N:9])[CH:7]=1.C([N:17]1[C:25]2[C:20](=[CH:21][CH:22]=[C:23]([Cl:26])[CH:24]=2)[CH:19]=[C:18]1B(O)O)(OC(C)(C)C)=O. (3) Given the product [C:1]([C:5]1[CH:10]=[CH:9][C:8]([S:11]([N:14]2[C:20]3[CH:21]=[C:22]([C:25]4[O:27][N:39]=[C:36]([CH3:37])[N:38]=4)[CH:23]=[CH:24][C:19]=3[NH:18][C:17]3[N:28]=[C:29]([C:32]([F:34])([F:33])[F:35])[CH:30]=[CH:31][C:16]=3[CH2:15]2)(=[O:12])=[O:13])=[CH:7][CH:6]=1)([CH3:4])([CH3:2])[CH3:3], predict the reactants needed to synthesize it. The reactants are: [C:1]([C:5]1[CH:10]=[CH:9][C:8]([S:11]([N:14]2[C:20]3[CH:21]=[C:22]([C:25]([OH:27])=O)[CH:23]=[CH:24][C:19]=3[NH:18][C:17]3[N:28]=[C:29]([C:32]([F:35])([F:34])[F:33])[CH:30]=[CH:31][C:16]=3[CH2:15]2)(=[O:13])=[O:12])=[CH:7][CH:6]=1)([CH3:4])([CH3:3])[CH3:2].[C:36](=[N:39]O)([NH2:38])[CH3:37].CCN(C(C)C)C(C)C.C1C=CC2N(O)N=NC=2C=1.CC(C)N=C=NC(C)C. (4) Given the product [CH2:14]([O:13][C:11](=[O:12])[C:10](=[O:16])[CH2:9][C:8]([C:5]1[CH:6]=[CH:7][C:2]([Cl:1])=[C:3]([O:19][CH3:20])[CH:4]=1)([CH3:18])[CH3:17])[CH3:15], predict the reactants needed to synthesize it. The reactants are: [Cl:1][C:2]1[CH:7]=[CH:6][C:5]([C:8]([CH3:18])([CH3:17])[CH2:9][CH:10]([OH:16])[C:11]([O:13][CH2:14][CH3:15])=[O:12])=[CH:4][C:3]=1[O:19][CH3:20].CS(C)=O.C(N(CC)CC)C.[Cl-].[NH4+]. (5) Given the product [F:8][C:6]1[CH:5]=[C:4]([CH2:9][C:10]([NH:12][C@H:13]([C:15]([C@:19]2([NH2:18])[C:27]3[C:22](=[CH:23][CH:24]=[CH:25][CH:26]=3)[CH2:21][C@H:20]2[OH:28])=[O:17])[CH3:14])=[O:11])[CH:3]=[C:2]([F:1])[CH:7]=1, predict the reactants needed to synthesize it. The reactants are: [F:1][C:2]1[CH:3]=[C:4]([CH2:9][C:10]([NH:12][C@H:13]([C:15]([OH:17])=O)[CH3:14])=[O:11])[CH:5]=[C:6]([F:8])[CH:7]=1.[NH2:18][C@H:19]1[C:27]2[C:22](=[CH:23][CH:24]=[CH:25][CH:26]=2)[CH2:21][C@H:20]1[OH:28].